The task is: Predict the reactants needed to synthesize the given product.. This data is from Full USPTO retrosynthesis dataset with 1.9M reactions from patents (1976-2016). Given the product [F:23][C:2]([F:1])([F:22])[C:3]1[CH:17]=[C:16]([C:18]([F:21])([F:20])[F:19])[CH:15]=[CH:14][C:4]=1[CH2:5][N:6]1[CH2:11][CH2:10][CH:9](/[CH:12]=[C:32]2/[C:28]([NH:27][CH2:24][C:25]#[CH:26])=[N:29][C:30](=[O:33])[S:31]/2)[CH2:8][CH2:7]1, predict the reactants needed to synthesize it. The reactants are: [F:1][C:2]([F:23])([F:22])[C:3]1[CH:17]=[C:16]([C:18]([F:21])([F:20])[F:19])[CH:15]=[CH:14][C:4]=1[CH2:5][N:6]1[CH2:11][CH2:10][CH:9]([CH:12]=O)[CH2:8][CH2:7]1.[CH2:24]([NH:27][C:28]1[CH2:32][S:31][C:30](=[O:33])[N:29]=1)[C:25]#[CH:26].CC(C)([O-])C.[K+].